This data is from Full USPTO retrosynthesis dataset with 1.9M reactions from patents (1976-2016). The task is: Predict the reactants needed to synthesize the given product. (1) Given the product [F:1][C:2]1[CH:7]=[CH:6][CH:5]=[C:4]([F:8])[C:3]=1[N:9]1[C:14]2=[N:15][C:16]([O:34][CH2:33][CH3:32])=[N:17][C:18]([C:19]3[CH:24]=[CH:23][C:22]([F:25])=[CH:21][C:20]=3[CH3:26])=[C:13]2[CH2:12][NH:11][C:10]1=[O:31], predict the reactants needed to synthesize it. The reactants are: [F:1][C:2]1[CH:7]=[CH:6][CH:5]=[C:4]([F:8])[C:3]=1[N:9]1[C:14]2=[N:15][C:16](S(C)(=O)=O)=[N:17][C:18]([C:19]3[CH:24]=[CH:23][C:22]([F:25])=[CH:21][C:20]=3[CH3:26])=[C:13]2[CH2:12][NH:11][C:10]1=[O:31].[CH3:32][CH2:33][O-:34].[Na+]. (2) Given the product [Cl:1][C:2]1[C:34]([CH3:35])=[CH:33][C:5]([O:6][CH2:7][CH2:8][CH2:9][C:10]2[C:18]3[C:13](=[C:14]([C:19]4[C:20]([CH2:26][O:27][CH2:39][CH2:40][N:41]([CH3:43])[CH3:42])=[N:21][N:22]([CH3:25])[C:23]=4[CH3:24])[CH:15]=[CH:16][CH:17]=3)[NH:12][C:11]=2[C:28]([OH:30])=[O:29])=[CH:4][C:3]=1[CH3:36], predict the reactants needed to synthesize it. The reactants are: [Cl:1][C:2]1[C:34]([CH3:35])=[CH:33][C:5]([O:6][CH2:7][CH2:8][CH2:9][C:10]2[C:18]3[C:13](=[C:14]([C:19]4[C:20]([CH2:26][OH:27])=[N:21][N:22]([CH3:25])[C:23]=4[CH3:24])[CH:15]=[CH:16][CH:17]=3)[NH:12][C:11]=2[C:28]([O:30]CC)=[O:29])=[CH:4][C:3]=1[CH3:36].Cl.Cl[CH2:39][CH2:40][N:41]([CH3:43])[CH3:42].[OH-].[Na+].O1CCCC1. (3) Given the product [F:3][C:4]1[CH:5]=[CH:6][C:7]([C:10]2[CH:11]=[N:12][N:13]([CH2:15][C@@H:16]([NH:18][C:25](=[O:26])[C:24]3[CH:28]=[C:20]([CH3:19])[CH:21]=[CH:22][C:23]=3[N:29]3[N:33]=[CH:32][CH:31]=[N:30]3)[CH3:17])[CH:14]=2)=[N:8][CH:9]=1, predict the reactants needed to synthesize it. The reactants are: Cl.Cl.[F:3][C:4]1[CH:5]=[CH:6][C:7]([C:10]2[CH:11]=[N:12][N:13]([CH2:15][C@@H:16]([NH2:18])[CH3:17])[CH:14]=2)=[N:8][CH:9]=1.[CH3:19][C:20]1[CH:21]=[CH:22][C:23]([N:29]2[N:33]=[CH:32][CH:31]=[N:30]2)=[C:24]([CH:28]=1)[C:25](O)=[O:26]. (4) Given the product [O:20]=[C:19]([N:21]1[CH2:22][CH2:23][N:24]([C:27](=[O:38])[C:28]2[CH:33]=[CH:32][CH:31]=[CH:30][C:29]=2[C:34]([F:37])([F:35])[F:36])[CH2:25][CH2:26]1)[CH2:18][NH:17][C:71](=[O:72])[C:70]1[CH:74]=[CH:75][CH:76]=[C:68]([O:61][C:62]2[CH:63]=[CH:64][CH:65]=[CH:66][CH:67]=2)[CH:69]=1, predict the reactants needed to synthesize it. The reactants are: CCN(C(C)C)C(C)C.OC(C(F)(F)F)=O.[NH2:17][CH2:18][C:19]([N:21]1[CH2:26][CH2:25][N:24]([C:27](=[O:38])[C:28]2[CH:33]=[CH:32][CH:31]=[CH:30][C:29]=2[C:34]([F:37])([F:36])[F:35])[CH2:23][CH2:22]1)=[O:20].C1C=CC2N(O)N=NC=2C=1.CCN=C=NCCCN(C)C.Cl.[O:61]([C:68]1[CH:69]=[C:70]([CH:74]=[CH:75][CH:76]=1)[C:71](O)=[O:72])[C:62]1[CH:67]=[CH:66][CH:65]=[CH:64][CH:63]=1. (5) Given the product [CH2:1]([O:5][CH2:6][CH2:7][O:8][C:9]1[CH:14]=[CH:13][C:12]([C:15]2[CH:16]=[CH:17][C:18]3[N:24]([CH2:25][CH:26]([CH3:27])[CH3:28])[CH2:23][CH2:22][C:21]([C:29]([NH:31][C:32]4[CH:33]=[CH:34][C:35]([S:38]([CH2:39][C:40]5[O:41][C:42]([CH3:45])=[N:43][N:44]=5)=[O:55])=[CH:36][CH:37]=4)=[O:30])=[CH:20][C:19]=3[CH:46]=2)=[CH:11][CH:10]=1)[CH2:2][CH2:3][CH3:4], predict the reactants needed to synthesize it. The reactants are: [CH2:1]([O:5][CH2:6][CH2:7][O:8][C:9]1[CH:14]=[CH:13][C:12]([C:15]2[CH:16]=[CH:17][C:18]3[N:24]([CH2:25][CH:26]([CH3:28])[CH3:27])[CH2:23][CH2:22][C:21]([C:29]([NH:31][C:32]4[CH:37]=[CH:36][C:35]([S:38][CH2:39][C:40]5[O:41][C:42]([CH3:45])=[N:43][N:44]=5)=[CH:34][CH:33]=4)=[O:30])=[CH:20][C:19]=3[CH:46]=2)=[CH:11][CH:10]=1)[CH2:2][CH2:3][CH3:4].ClC1C=CC=C(C(OO)=[O:55])C=1.S([O-])([O-])(=O)=S.[Na+].[Na+]. (6) Given the product [ClH:11].[ClH:11].[NH2:1][CH:2]1[CH2:7][CH2:6][N:5]([CH:8]([CH3:10])[CH3:9])[CH2:4][CH2:3]1, predict the reactants needed to synthesize it. The reactants are: [NH2:1][CH:2]1[CH2:7][CH2:6][N:5]([CH:8]([CH3:10])[CH3:9])[CH2:4][CH2:3]1.[ClH:11]. (7) Given the product [C:15]1([C:13]2[CH:12]=[C:11]([C:21]([NH2:23])=[O:22])[C:7]3[NH:8][C:9]4[CH:10]=[C:2]([O:1][CH:25]5[CH2:30][CH2:29][NH:28][CH2:27][CH2:26]5)[CH:3]=[CH:4][C:5]=4[C:6]=3[N:14]=2)[CH:20]=[CH:19][CH:18]=[CH:17][CH:16]=1, predict the reactants needed to synthesize it. The reactants are: [OH:1][C:2]1[CH:3]=[CH:4][C:5]2[C:6]3[N:14]=[C:13]([C:15]4[CH:20]=[CH:19][CH:18]=[CH:17][CH:16]=4)[CH:12]=[C:11]([C:21]([NH2:23])=[O:22])[C:7]=3[NH:8][C:9]=2[CH:10]=1.O[CH:25]1[CH2:30][CH2:29][N:28](C(OC(C)(C)C)=O)[CH2:27][CH2:26]1.